This data is from Reaction yield outcomes from USPTO patents with 853,638 reactions. The task is: Predict the reaction yield, written as a fraction of the theoretical maximum amount of product (1.0 means a 100% yield; for example, 0.34 means a 34% yield). (1) The reactants are C(OC[N:10]1[C:18]2[C:17]([O:19]C)=[N:16][CH:15]=[N:14][C:13]=2[C:12]([C@H:21]2[C@H:25]([O:26]CC3C=CC(OC)=CC=3)[C@@H:24]([OH:36])[C@@H:23]([CH2:37][O:38]C(C3C=CC=CC=3)(C3C=CC=CC=3)C3C=CC=CC=3)[N:22]2C(OC(C)(C)C)=O)=[CH:11]1)C1C=CC=CC=1.[ClH:65]. No catalyst specified. The product is [ClH:65].[OH:26][C@@H:25]1[C@@H:24]([OH:36])[C@@H:23]([CH2:37][OH:38])[NH:22][C@H:21]1[C:12]1[C:13]2[N:14]=[CH:15][NH:16][C:17](=[O:19])[C:18]=2[NH:10][CH:11]=1. The yield is 0.760. (2) The reactants are [CH2:1]([C:3]1[C:12]2[C:7](=[CH:8][CH:9]=[C:10]([OH:13])[CH:11]=2)[O:6][C:5](=[O:14])[C:4]=1[C:15]1[CH:20]=[CH:19][CH:18]=[C:17]([O:21][CH3:22])[CH:16]=1)[CH3:2].[C:23](=O)([O-])[O-].[K+].[K+].IC. The catalyst is C(#N)C. The product is [CH2:1]([C:3]1[C:12]2[C:7](=[CH:8][CH:9]=[C:10]([O:13][CH3:23])[CH:11]=2)[O:6][C:5](=[O:14])[C:4]=1[C:15]1[CH:20]=[CH:19][CH:18]=[C:17]([O:21][CH3:22])[CH:16]=1)[CH3:2]. The yield is 0.860. (3) The reactants are C(OC(=O)[NH:7][C:8]1[CH:13]=[C:12]([C:14]#[N:15])[CH:11]=[C:10]([N:16]2[CH2:21][CH2:20][O:19][CH:18]([C:22]([N:24]3[CH2:29][CH2:28][O:27][CH2:26][CH2:25]3)=[O:23])[CH2:17]2)[C:9]=1[Cl:30])(C)(C)C.C(O)(C(F)(F)F)=O. The catalyst is ClCCl. The product is [NH2:7][C:8]1[CH:13]=[C:12]([CH:11]=[C:10]([N:16]2[CH2:21][CH2:20][O:19][CH:18]([C:22]([N:24]3[CH2:29][CH2:28][O:27][CH2:26][CH2:25]3)=[O:23])[CH2:17]2)[C:9]=1[Cl:30])[C:14]#[N:15]. The yield is 0.960.